Dataset: Forward reaction prediction with 1.9M reactions from USPTO patents (1976-2016). Task: Predict the product of the given reaction. Given the reactants [OH:1][C:2]1[CH:3]=[C:4]2[C:9](=[CH:10][CH:11]=1)[C:8](=[O:12])[CH2:7][CH2:6][CH2:5]2.C(=O)([O-])[O-].[K+].[K+], predict the reaction product. The product is: [CH2:5]([O:1][C:2]1[CH:3]=[C:4]2[C:9](=[CH:10][CH:11]=1)[C:8](=[O:12])[CH2:7][CH2:6][CH2:5]2)[C:4]1[CH:9]=[CH:10][CH:11]=[CH:2][CH:3]=1.